Dataset: Catalyst prediction with 721,799 reactions and 888 catalyst types from USPTO. Task: Predict which catalyst facilitates the given reaction. (1) Reactant: [CH2:1]([O:3][C:4]([C:6]1[N:10]([CH2:11][C:12]2[CH:17]=[CH:16][C:15]([C:18]3[CH:23]=[CH:22][CH:21]=[CH:20][C:19]=3[C:24]3[N:28]([C:29]([C:42]4[CH:47]=[CH:46][CH:45]=[CH:44][CH:43]=4)([C:36]4[CH:41]=[CH:40][CH:39]=[CH:38][CH:37]=4)[C:30]4[CH:35]=[CH:34][CH:33]=[CH:32][CH:31]=4)[N:27]=[N:26][N:25]=3)=[CH:14][CH:13]=2)[C:9]([CH2:48][CH2:49][CH3:50])=[N:8][C:7]=1[C:51](O)([CH3:53])[CH3:52])=[O:5])[CH3:2].C(Cl)[Cl:56].CS(Cl)(=O)=O.C(=O)([O-])[O-].[K+].[K+]. Product: [CH2:1]([O:3][C:4]([C:6]1[N:10]([CH2:11][C:12]2[CH:17]=[CH:16][C:15]([C:18]3[CH:23]=[CH:22][CH:21]=[CH:20][C:19]=3[C:24]3[N:28]([C:29]([C:42]4[CH:47]=[CH:46][CH:45]=[CH:44][CH:43]=4)([C:36]4[CH:41]=[CH:40][CH:39]=[CH:38][CH:37]=4)[C:30]4[CH:35]=[CH:34][CH:33]=[CH:32][CH:31]=4)[N:27]=[N:26][N:25]=3)=[CH:14][CH:13]=2)[C:9]([CH2:48][CH2:49][CH3:50])=[N:8][C:7]=1[C:51]([Cl:56])([CH3:53])[CH3:52])=[O:5])[CH3:2]. The catalyst class is: 9. (2) Reactant: [F:1][C:2]([F:28])([C:21]1[CH:26]=[CH:25][C:24]([CH3:27])=[CH:23][CH:22]=1)[C:3]1[CH:8]=[CH:7][C:6]([C:9]2[C:14]3=[N:15][S:16](=[O:20])(=[O:19])[CH2:17][CH2:18][N:13]3[CH:12]=[CH:11][CH:10]=2)=[CH:5][CH:4]=1. Product: [F:28][C:2]([F:1])([C:21]1[CH:22]=[CH:23][C:24]([CH3:27])=[CH:25][CH:26]=1)[C:3]1[CH:8]=[CH:7][C:6]([CH:9]2[C:14]3=[N:15][S:16](=[O:20])(=[O:19])[CH2:17][CH2:18][N:13]3[CH2:12][CH2:11][CH2:10]2)=[CH:5][CH:4]=1. The catalyst class is: 609. (3) Reactant: [I:1][C:2]1[CH:3]=[N:4][CH:5]=[C:6]([C:8]2[N:9]=[N:10][NH:11][N:12]=2)[CH:7]=1.Br[CH2:14][CH2:15][CH2:16][O:17][Si:18]([C:21]([CH3:24])([CH3:23])[CH3:22])([CH3:20])[CH3:19].C(=O)([O-])[O-].[K+].[K+]. Product: [Si:18]([O:17][CH2:16][CH2:15][CH2:14][N:10]1[N:11]=[N:12][C:8]([C:6]2[CH:5]=[N:4][CH:3]=[C:2]([I:1])[CH:7]=2)=[N:9]1)([C:21]([CH3:22])([CH3:23])[CH3:24])([CH3:20])[CH3:19]. The catalyst class is: 39. (4) Reactant: [C:1]([N:4]([CH2:28][C@@H:29]1[O:33][C:32](=[O:34])[N:31]([C:35]2[CH:40]=[CH:39][C:38]([CH:41]3[CH2:46][CH2:45][S:44](=[O:48])(=[O:47])[CH2:43][CH2:42]3)=[C:37]([F:49])[CH:36]=2)[CH2:30]1)[C:5]([O:7][CH2:8][O:9][C:10](=[O:27])[C@@H:11]([NH:19]C(OC(C)(C)C)=O)[CH2:12][C:13]1[CH:18]=[CH:17][CH:16]=[CH:15][CH:14]=1)=[O:6])(=[O:3])[CH3:2].C1(OC)C=CC=CC=1.[ClH:58]. Product: [ClH:58].[C:1]([N:4]([CH2:28][C@@H:29]1[O:33][C:32](=[O:34])[N:31]([C:35]2[CH:40]=[CH:39][C:38]([CH:41]3[CH2:42][CH2:43][S:44](=[O:47])(=[O:48])[CH2:45][CH2:46]3)=[C:37]([F:49])[CH:36]=2)[CH2:30]1)[C:5]([O:7][CH2:8][O:9][C:10](=[O:27])[C@@H:11]([NH2:19])[CH2:12][C:13]1[CH:18]=[CH:17][CH:16]=[CH:15][CH:14]=1)=[O:6])(=[O:3])[CH3:2]. The catalyst class is: 1.